Predict the reactants needed to synthesize the given product. From a dataset of Full USPTO retrosynthesis dataset with 1.9M reactions from patents (1976-2016). (1) Given the product [C:22]([C:23]1[N:27]=[CH:26][N:25]([C:28]([C:35]2[CH:40]=[CH:39][CH:38]=[CH:37][CH:36]=2)([C:29]2[CH:30]=[CH:31][CH:32]=[CH:33][CH:34]=2)[C:41]2[CH:46]=[CH:45][CH:44]=[CH:43][CH:42]=2)[N:24]=1)#[CH:21], predict the reactants needed to synthesize it. The reactants are: [F-].C([N+](CCCC)(CCCC)CCCC)CCC.C[Si](C)(C)[C:21]#[C:22][C:23]1[N:27]=[CH:26][N:25]([C:28]([C:41]2[CH:46]=[CH:45][CH:44]=[CH:43][CH:42]=2)([C:35]2[CH:40]=[CH:39][CH:38]=[CH:37][CH:36]=2)[C:29]2[CH:34]=[CH:33][CH:32]=[CH:31][CH:30]=2)[N:24]=1. (2) Given the product [F:1][C:2]1[CH:3]=[C:4]([CH:15]=[CH:16][C:17]=1[O:18][CH3:19])[CH2:5][N:6]([CH:7]1[CH2:13][CH2:12][CH2:11][CH2:10][NH:9][C:8]1=[O:14])[S:35]([C:33]1[S:34][C:30]([Cl:29])=[CH:31][CH:32]=1)(=[O:37])=[O:36], predict the reactants needed to synthesize it. The reactants are: [F:1][C:2]1[CH:3]=[C:4]([CH:15]=[CH:16][C:17]=1[O:18][CH3:19])[CH2:5][NH:6][CH:7]1[CH2:13][CH2:12][CH2:11][CH2:10][NH:9][C:8]1=[O:14].CCN(C(C)C)C(C)C.[Cl:29][C:30]1[S:34][C:33]([S:35](Cl)(=[O:37])=[O:36])=[CH:32][CH:31]=1. (3) Given the product [O:28]=[S:17]1[C:23]2[CH:24]=[CH:25][CH:26]=[CH:27][C:22]=2[CH2:21][N:20]([C:2]2[N:3]=[C:4]([NH:15][CH2:14][CH2:13][CH2:12][NH2:16])[C:5]3[S:10][CH:9]=[CH:8][C:6]=3[N:7]=2)[CH2:19][CH2:18]1, predict the reactants needed to synthesize it. The reactants are: Cl[C:2]1[N:3]=[C:4](Cl)[C:5]2[S:10][CH:9]=[CH:8][C:6]=2[N:7]=1.[CH2:12]([NH2:16])[CH2:13][CH2:14][NH2:15].[S:17]1(=[O:28])[C:23]2[CH:24]=[CH:25][CH:26]=[CH:27][C:22]=2[CH2:21][NH:20][CH2:19][CH2:18]1. (4) Given the product [C:11]([O:15][C:16]([N:7]1[C:8]2[C:4](=[CH:3][C:2]([OH:1])=[CH:10][CH:9]=2)[CH:5]=[CH:6]1)=[O:17])([CH3:14])([CH3:13])[CH3:12], predict the reactants needed to synthesize it. The reactants are: [OH:1][C:2]1[CH:3]=[C:4]2[C:8](=[CH:9][CH:10]=1)[NH:7][CH:6]=[CH:5]2.[C:11]([O:15][C:16](O[C:16]([O:15][C:11]([CH3:14])([CH3:13])[CH3:12])=[O:17])=[O:17])([CH3:14])([CH3:13])[CH3:12].C(=O)([O-])[O-].[K+].[K+].C(O)(=O)C. (5) Given the product [CH3:1][CH2:2][NH:3][C:4]1[N:9]=[C:8]([Cl:10])[N:7]=[C:6]([NH:11][CH:12]([CH3:13])[CH3:14])[N:5]=1.[CH3:14][CH:12]=[CH2:13], predict the reactants needed to synthesize it. The reactants are: [CH3:1][CH2:2][NH:3][C:4]1[N:9]=[C:8]([Cl:10])[N:7]=[C:6]([NH:11][CH:12]([CH3:14])[CH3:13])[N:5]=1.C1N([N+]([O-])=O)CN([N+]([O-])=O)CN1[N+]([O-])=O.